From a dataset of Experimentally validated miRNA-target interactions with 360,000+ pairs, plus equal number of negative samples. Binary Classification. Given a miRNA mature sequence and a target amino acid sequence, predict their likelihood of interaction. (1) The miRNA is hsa-miR-548j-5p with sequence AAAAGUAAUUGCGGUCUUUGGU. The protein sequence of the target gene is MSGWESYYKTEGDEEAEEEQEENLEASGDYKYSGRDSLIFLVDASKAMFESQSEDELTPFDMSIQCIQSVYISKIISSDRDLLAVVFYGTEKDKNSVNFKNIYVLQELDNPGAKRILELDQFKGQQGQKRFQDMMGHGSDYSLSEVLWVCANLFSDVQFKMSHKRIMLFTNEDNPHGNDSAKASRARTKAGDLRDTGIFLDLMHLKKPGGFDISLFYRDIISIAEDEDLRVHFEESSKLEDLLRKVRAKETRKRALSRLKLKLNKDIVISVGIYNLVQKALKPPPIKLYRETNEPVKTKT.... Result: 1 (interaction). (2) The miRNA is mmu-miR-466p-5p with sequence UAUGUGUGUGUACAUGUACAU. The protein sequence of the target gene is MWINFVKLRLFCCLLAVLMVVVLVVNVTQVEYLDRETASATFIDSGGQFVSSQVIRISRNPYCGYERQILSSRERLEEDSLLAALQWQEPDVGPVPFLKSTDPSSSYFVILNSAAFFRVGSQLEVLVHVQDFQRKPKKYGGDYLQARIHSPKLQAGAVGRVVDYQNGFYKVFFTLLWPGQVKVSISLVHPSEGIRVLQYLQEKKPDRVYFKSLFRSGRISETTECNVCLPGSLPLCNFTDLYTGEPWFCFKPKKLPCSSRINHFKGGYLKGLLTATENAFFQSGVNIKMPINSSGPDWVT.... Result: 0 (no interaction). (3) The miRNA is hsa-miR-6089 with sequence GGAGGCCGGGGUGGGGCGGGGCGG. The protein sequence of the target gene is MDYKAIAQQTAEQVLAYNQDLSGWKLIKSSKKVTVSSKTSRIFHGNLYRVEGIIPESAAHLSDFLFKHDHRVSWDKSLKGFNVIHKIDSDTLICHTITQSFAMGSISPRDFIDLVHIKHYERNVDIISTKSVDFPGYAPTSTYIRGFNHPSGYVCSPLKENPAYSKLVIFVQTEMKGKLPASVIEKSMPSNLVSFLLNVKDGVKTYRIPPIRARHSSHSSVHKKKEGHSAIKP. Result: 0 (no interaction). (4) The miRNA is hsa-miR-6817-5p with sequence UCUGCCAUAGGAAGCUUGGAGUGG. The protein sequence of the target gene is MSAQTSLAEKGLNPGLMCQESYACSGTDEAIFECDECCSLQCLRCEEELHRQERLRNHERIRLKAGHVPYCDPCKGPNGHSPGVRQRAAVRCQTCKINLCLECQKRTHSGGNKRRHPITVYLVSKVQESLEGEEMDEETKRKKMTERVVSFLLVDENEEIQVTNEEDFIRKLDCKPDQHLKVVSIFGNTGDGKSHTLNHTFFYGREVFKTSPAQESCTVGVWAAYDPVHKVAVIDTEGLLGATVNLSQRTRLLLKVLAISDLVIYRTHADRLHNDLFKFLGDASEAYLKHFTKELKATTA.... Result: 0 (no interaction). (5) The miRNA is hsa-miR-29c-3p with sequence UAGCACCAUUUGAAAUCGGUUA. The protein sequence of the target gene is MRRPRRPGGLGGSGGLRLLLCLLLLSSRPGGCSAVSAHGCLFDRRLCSHLEVCIQDGLFGQCQVGVGQARPLLQVTSPVLQRLQGVLRQLMSQGLSWHDDLTQYVISQEMERIPRLRPPEPRPRDRSGLAPKRPGPAGELLLQDIPTGSAPAAQHRLPQPPVGKGGAGASSSLSPLQAELLPPLLEHLLLPPQPPHPSLSYEPALLQPYLFHQFGSRDGSRVSEGSPGMVSVGPLPKAEAPALFSRTASKGIFGDHPGHSYGDLPGPSPAQLFQDSGLLYLAQELPAPSRARVPRLPEQG.... Result: 0 (no interaction). (6) The miRNA is mmu-miR-695 with sequence AGAUUGGGCAUAGGUGACUGAA. The protein sequence of the target gene is MVMEKPSPLLVGREFVRQYYTLLNKAPEYLHRFYGRNSSYVHGGVDASGKPQEAVYGQNDIHHKVLSLNFSECHTKIRHVDAHATLSDGVVVQVMGLLSNSGQPERKFMQTFVLAPEGSVPNKFYVHNDMFRYEDEVFGDSEPELDEESEDEVEEEQEDRQPSPEPVQENANSAYYDAHPVTNGIEEPLEESSHEPEPEPESETKTEELKPQVEEKHLEELEEKSATPPPAEPASLPQEPPKAFSWASVTSKNLPPSGTVSSSGIPPHVKAPVSQPRVDAKPEVQSQPPRVREQRPRERP.... Result: 0 (no interaction). (7) The miRNA is mmu-miR-411-5p with sequence UAGUAGACCGUAUAGCGUACG. The protein sequence of the target gene is MSWRGRSTYYWPRPRRYVQPPEMIGPMRPEQFSDEVEPATPEEGEPATQRQDPAAAQEGEDEGASAGQGPKPEAHSQEQGHPQTGCECEDGPDGQEMDPPNPEEVKTPEEGEKQSQC. Result: 0 (no interaction).